From a dataset of Forward reaction prediction with 1.9M reactions from USPTO patents (1976-2016). Predict the product of the given reaction. Given the reactants Cl[C:2]1[C:7]([C:8]([F:11])([F:10])[F:9])=[CH:6][N:5]=[C:4]([NH:12][C:13]2[CH:27]=[CH:26][C:16]([CH2:17][P:18](=[O:25])([O:22][CH2:23][CH3:24])[O:19][CH2:20][CH3:21])=[CH:15][C:14]=2[O:28][CH3:29])[N:3]=1.[NH2:30][C:31]1[CH:40]=[CH:39][CH:38]=[C:37]2[C:32]=1[C:33](=[O:42])[C:34]([CH3:41])=[CH:35][NH:36]2, predict the reaction product. The product is: [CH3:29][O:28][C:14]1[CH:15]=[C:16]([CH:26]=[CH:27][C:13]=1[NH:12][C:4]1[N:3]=[C:2]([NH:30][C:31]2[CH:40]=[CH:39][CH:38]=[C:37]3[C:32]=2[C:33](=[O:42])[C:34]([CH3:41])=[CH:35][NH:36]3)[C:7]([C:8]([F:11])([F:10])[F:9])=[CH:6][N:5]=1)[CH2:17][P:18](=[O:25])([O:22][CH2:23][CH3:24])[O:19][CH2:20][CH3:21].